From a dataset of Reaction yield outcomes from USPTO patents with 853,638 reactions. Predict the reaction yield, written as a fraction of the theoretical maximum amount of product (1.0 means a 100% yield; for example, 0.34 means a 34% yield). (1) The reactants are [OH:1][C:2]1[CH:7]=[CH:6][C:5]([N+:8]([O-:10])=[O:9])=[CH:4][C:3]=1[I:11].[F:12][C:13]1[CH:14]=[C:15]([CH:18]=[CH:19][CH:20]=1)[CH2:16]Br. No catalyst specified. The product is [F:12][C:13]1[CH:14]=[C:15]([CH:18]=[CH:19][CH:20]=1)[CH2:16][O:1][C:2]1[CH:7]=[CH:6][C:5]([N+:8]([O-:10])=[O:9])=[CH:4][C:3]=1[I:11]. The yield is 0.990. (2) The reactants are [NH:1]1[C:5]2[CH:6]=[CH:7][CH:8]=[CH:9][C:4]=2[N:3]=[C:2]1[S:10][CH2:11][C:12]([N:14]1[C:23]2[C:18](=[CH:19][CH:20]=[CH:21][CH:22]=2)[CH2:17][CH2:16][CH2:15]1)=[O:13].S([C:34]#[N:35])(C1C=CC(C)=CC=1)(=O)=O. The catalyst is C1COCC1. The product is [N:14]1([C:12](=[O:13])[CH2:11][S:10][C:2]2[N:3]([C:34]#[N:35])[C:4]3[CH:9]=[CH:8][CH:7]=[CH:6][C:5]=3[N:1]=2)[C:23]2[C:18](=[CH:19][CH:20]=[CH:21][CH:22]=2)[CH2:17][CH2:16][CH2:15]1. The yield is 0.590. (3) The reactants are [NH2:1][CH:2]([CH:5]([CH3:7])[CH3:6])[CH2:3][OH:4].[CH3:8][N:9]1[C:14]([C:15]([F:18])([F:17])[F:16])=[CH:13][C:12](=[O:19])[N:11]([C:20]2[CH:21]=[CH:22][C:23]3[S:27][N:26]=[C:25]([C:28](Cl)=[O:29])[C:24]=3[CH:31]=2)[C:10]1=[O:32]. The catalyst is O1CCCC1.C(OCC)C. The product is [CH3:8][N:9]1[C:14]([C:15]([F:18])([F:17])[F:16])=[CH:13][C:12](=[O:19])[N:11]([C:20]2[CH:21]=[CH:22][C:23]3[S:27][N:26]=[C:25]([C:28]([NH:1][CH:2]([CH2:3][OH:4])[CH:5]([CH3:7])[CH3:6])=[O:29])[C:24]=3[CH:31]=2)[C:10]1=[O:32]. The yield is 0.862. (4) The reactants are [CH2:1]([O:3][C:4]1[CH:5]=[C:6]([CH:9]=[C:10]([O:12][CH2:13][C:14]2[N:15]=[C:16]([C:20]3[CH:25]=[CH:24][CH:23]=[CH:22][CH:21]=3)[O:17][C:18]=2[CH3:19])[CH:11]=1)[CH2:7]O)[CH3:2].S(Cl)([Cl:28])=O.C(OCC)(=O)C. The catalyst is C1(C)C=CC=CC=1. The product is [Cl:28][CH2:7][C:6]1[CH:9]=[C:10]([CH:11]=[C:4]([O:3][CH2:1][CH3:2])[CH:5]=1)[O:12][CH2:13][C:14]1[N:15]=[C:16]([C:20]2[CH:25]=[CH:24][CH:23]=[CH:22][CH:21]=2)[O:17][C:18]=1[CH3:19]. The yield is 0.920.